The task is: Predict the reactants needed to synthesize the given product.. This data is from Full USPTO retrosynthesis dataset with 1.9M reactions from patents (1976-2016). (1) Given the product [F:29][C:26]1[CH:27]=[CH:28][C:23]([CH:15]([C:16]2[CH:21]=[CH:20][C:19]([F:22])=[CH:18][CH:17]=2)[O:14][C:5]2[CH:4]=[CH:3][C:2]([NH:1][C:41]([NH:40][C:34]3[CH:35]=[CH:36][C:37]([O:38][CH3:39])=[C:32]([O:31][CH3:30])[CH:33]=3)=[O:42])=[CH:13][C:6]=2[C:7]([O:9][CH:10]([CH3:12])[CH3:11])=[O:8])=[CH:24][CH:25]=1, predict the reactants needed to synthesize it. The reactants are: [NH2:1][C:2]1[CH:3]=[CH:4][C:5]([O:14][CH:15]([C:23]2[CH:28]=[CH:27][C:26]([F:29])=[CH:25][CH:24]=2)[C:16]2[CH:21]=[CH:20][C:19]([F:22])=[CH:18][CH:17]=2)=[C:6]([CH:13]=1)[C:7]([O:9][CH:10]([CH3:12])[CH3:11])=[O:8].[CH3:30][O:31][C:32]1[CH:33]=[C:34]([N:40]=[C:41]=[O:42])[CH:35]=[CH:36][C:37]=1[O:38][CH3:39]. (2) Given the product [Cl:27][C:28]1[CH:29]=[C:30]2[C:39](=[CH:40][CH:41]=1)[C:38]([NH:42][CH2:43][CH2:44][CH2:45][CH2:46][CH2:47][CH2:48][CH2:49][CH2:50][CH2:51][CH2:52][NH:53][C:12](=[O:14])[CH2:11][CH2:10][C:3]1[C:4]3[C:9](=[CH:8][CH:7]=[CH:6][CH:5]=3)[NH:1][CH:2]=1)=[C:37]1[C:32]([CH2:33][CH2:34][CH2:35][CH2:36]1)=[N:31]2, predict the reactants needed to synthesize it. The reactants are: [NH:1]1[C:9]2[C:4](=[CH:5][CH:6]=[CH:7][CH:8]=2)[C:3]([CH2:10][CH2:11][C:12]([OH:14])=O)=[CH:2]1.C(N1C=CN=C1)(N1C=CN=C1)=O.[Cl:27][C:28]1[CH:29]=[C:30]2[C:39](=[CH:40][CH:41]=1)[C:38]([NH:42][CH2:43][CH2:44][CH2:45][CH2:46][CH2:47][CH2:48][CH2:49][CH2:50][CH2:51][CH2:52][NH2:53])=[C:37]1[C:32]([CH2:33][CH2:34][CH2:35][CH2:36]1)=[N:31]2. (3) Given the product [Cl:8][C:7]1[C:2]([NH:31][C:28]2[CH:27]=[C:26]([O:25][CH:22]([CH3:24])[CH3:23])[NH:30][N:29]=2)=[N:3][C:4]([Cl:12])=[C:5]([N+:9]([O-:11])=[O:10])[CH:6]=1, predict the reactants needed to synthesize it. The reactants are: Cl[C:2]1[C:7]([Cl:8])=[CH:6][C:5]([N+:9]([O-:11])=[O:10])=[C:4]([Cl:12])[N:3]=1.CCN(C(C)C)C(C)C.[CH:22]([O:25][C:26]1[NH:30][N:29]=[C:28]([NH2:31])[CH:27]=1)([CH3:24])[CH3:23]. (4) Given the product [Cl:1][C:2]1[CH:7]=[C:6]([O:8][CH3:9])[CH:5]=[CH:4][C:3]=1[CH2:16][C:15]([OH:18])=[O:13], predict the reactants needed to synthesize it. The reactants are: [Cl:1][C:2]1[CH:7]=[C:6]([O:8][CH3:9])[CH:5]=[CH:4][C:3]=1CC#N.[OH-:13].[K+].[CH2:15]([OH:18])[CH2:16]O. (5) The reactants are: [OH-].[K+].[CH3:3]C1C=CC(S(N(N=O)C)(=O)=O)=CC=1.C(O)CO.CCOCC.[NH:26]1[C:30]2[CH:31]=[C:32]([N:35]3[CH:39]([CH:40]4[CH2:45][CH2:44][N:43]([C:46]5[CH:51]=[CH:50][CH:49]=[CH:48][CH:47]=5)[CH2:42][CH2:41]4)[C:38]([CH3:52])=[C:37]([OH:53])[C:36]3=[O:54])[CH:33]=[CH:34][C:29]=2[N:28]=[CH:27]1. Given the product [NH:26]1[C:30]2[CH:31]=[C:32]([N:35]3[CH:39]([CH:40]4[CH2:45][CH2:44][N:43]([C:46]5[CH:47]=[CH:48][CH:49]=[CH:50][CH:51]=5)[CH2:42][CH2:41]4)[C:38]([CH3:52])=[C:37]([O:53][CH3:3])[C:36]3=[O:54])[CH:33]=[CH:34][C:29]=2[N:28]=[CH:27]1, predict the reactants needed to synthesize it. (6) The reactants are: [Cl:1][C:2]1[CH:10]=[C:9]2[C:5]([C:6](I)=[N:7][NH:8]2)=[CH:4][CH:3]=1.C([Mg]Cl)(C)C.[CH2:17]([Sn:21]([CH2:27][CH2:28][CH2:29][CH3:30])([CH2:23][CH2:24][CH2:25][CH3:26])Cl)[CH2:18][CH2:19][CH3:20].[NH4+].[Cl-]. Given the product [Cl:1][C:2]1[CH:10]=[C:9]2[C:5]([C:6]([Sn:21]([CH2:23][CH2:24][CH2:25][CH3:26])([CH2:27][CH2:28][CH2:29][CH3:30])[CH2:17][CH2:18][CH2:19][CH3:20])=[N:7][NH:8]2)=[CH:4][CH:3]=1, predict the reactants needed to synthesize it. (7) Given the product [CH2:1]([O:8][C:9]1[CH:10]=[C:11]([CH:16]=[CH:17][C:18]=1[CH2:19][N:21]1[CH2:26][CH2:25][O:24][CH2:23][CH2:22]1)[C:12]([O:14][CH3:15])=[O:13])[C:2]1[CH:3]=[CH:4][CH:5]=[CH:6][CH:7]=1, predict the reactants needed to synthesize it. The reactants are: [CH2:1]([O:8][C:9]1[CH:10]=[C:11]([CH:16]=[CH:17][C:18]=1[CH:19]=O)[C:12]([O:14][CH3:15])=[O:13])[C:2]1[CH:7]=[CH:6][CH:5]=[CH:4][CH:3]=1.[NH:21]1[CH2:26][CH2:25][O:24][CH2:23][CH2:22]1.C(O)(=O)C.[Na]. (8) Given the product [CH2:1]([O:4][C:5]([N:7]([CH2:14][C:15]1[CH:20]=[CH:19][C:18]2[N:21]([CH2:22][CH:23]3[CH2:27][CH2:26][CH2:25][N:24]3[C:28]([O:30][C:31]([CH3:34])([CH3:33])[CH3:32])=[O:29])[C:37](=[NH:36])[NH:35][C:17]=2[CH:16]=1)[C@H:8]([C:10]([CH3:12])([CH3:13])[CH3:11])[CH3:9])=[O:6])[CH:2]=[CH2:3], predict the reactants needed to synthesize it. The reactants are: [CH2:1]([O:4][C:5]([N:7]([CH2:14][C:15]1[CH:20]=[CH:19][C:18]([NH:21][CH2:22][CH:23]2[CH2:27][CH2:26][CH2:25][N:24]2[C:28]([O:30][C:31]([CH3:34])([CH3:33])[CH3:32])=[O:29])=[C:17]([NH2:35])[CH:16]=1)[C@H:8]([C:10]([CH3:13])([CH3:12])[CH3:11])[CH3:9])=[O:6])[CH:2]=[CH2:3].[N:36]#[C:37]Br. (9) Given the product [Cl:1][C:2]1[N:10]=[C:9]([Cl:11])[CH:8]=[C:7]([Cl:12])[C:3]=1[C:4]([NH:19][CH2:20][CH2:21][NH:22][C:23](=[O:29])[O:24][C:25]([CH3:27])([CH3:26])[CH3:28])=[O:6], predict the reactants needed to synthesize it. The reactants are: [Cl:1][C:2]1[N:10]=[C:9]([Cl:11])[CH:8]=[C:7]([Cl:12])[C:3]=1[C:4]([OH:6])=O.C(Cl)(=O)C(Cl)=O.[NH2:19][CH2:20][CH2:21][NH:22][C:23](=[O:29])[O:24][C:25]([CH3:28])([CH3:27])[CH3:26].C(N(CC)CC)C.